This data is from Clinical trial toxicity outcomes and FDA approval status for drugs. The task is: Regression/Classification. Given a drug SMILES string, predict its toxicity properties. Task type varies by dataset: regression for continuous values (e.g., LD50, hERG inhibition percentage) or binary classification for toxic/non-toxic outcomes (e.g., AMES mutagenicity, cardiotoxicity, hepatotoxicity). Dataset: clintox. (1) The compound is Nc1c(CC(=O)[O-])cccc1C(=O)c1ccc(Br)cc1. The result is 0 (passed clinical trial). (2) The drug is Clc1cc(Cl)c(OCC#CI)cc1Cl. The result is 0 (passed clinical trial).